This data is from Forward reaction prediction with 1.9M reactions from USPTO patents (1976-2016). The task is: Predict the product of the given reaction. (1) Given the reactants [Cl:1][C:2]1[C:7]([N+:8]([O-:10])=[O:9])=[CH:6][CH:5]=[C:4]([Cl:11])[C:3]=1[S:12](Cl)(=[O:14])=[O:13].[NH2:16][CH2:17][CH2:18][NH:19][C:20](=[O:26])[O:21][C:22]([CH3:25])([CH3:24])[CH3:23].C(N(CC)CC)C, predict the reaction product. The product is: [C:22]([O:21][C:20]([NH:19][CH2:18][CH2:17][NH:16][S:12]([C:3]1[C:4]([Cl:11])=[CH:5][CH:6]=[C:7]([N+:8]([O-:10])=[O:9])[C:2]=1[Cl:1])(=[O:14])=[O:13])=[O:26])([CH3:25])([CH3:24])[CH3:23]. (2) Given the reactants [F:1][C:2]1[CH:7]=[CH:6][C:5]([C:8]2[CH:12]=[C:11]([S:13][CH3:14])[NH:10][N:9]=2)=[CH:4][CH:3]=1.C1C(=O)N([Cl:22])C(=O)C1, predict the reaction product. The product is: [Cl:22][C:12]1[C:8]([C:5]2[CH:4]=[CH:3][C:2]([F:1])=[CH:7][CH:6]=2)=[N:9][NH:10][C:11]=1[S:13][CH3:14]. (3) The product is: [I:1][C:2]1[CH:3]=[C:4]([N:8]([CH2:43][O:42][CH2:41][CH2:40][Si:36]([CH3:38])([CH3:37])[CH3:35])[C:9]2[O:13][C:12]([C:14]([N:16]([C:17]3[CH:18]=[N:19][C:20]([N:23]4[CH2:24][CH2:25][O:26][CH2:27][CH2:28]4)=[CH:21][CH:22]=3)[CH2:32][O:33][CH2:34][CH2:35][Si:36]([CH3:39])([CH3:38])[CH3:37])=[O:15])=[N:11][N:10]=2)[CH:5]=[CH:6][CH:7]=1. Given the reactants [I:1][C:2]1[CH:3]=[C:4]([NH:8][C:9]2[O:13][C:12]([C:14]([NH:16][C:17]3[CH:18]=[N:19][C:20]([N:23]4[CH2:28][CH2:27][O:26][CH2:25][CH2:24]4)=[CH:21][CH:22]=3)=[O:15])=[N:11][N:10]=2)[CH:5]=[CH:6][CH:7]=1.[H-].[Na+].Cl[CH2:32][O:33][CH2:34][CH2:35][Si:36]([CH3:39])([CH3:38])[CH3:37].[CH3:40][CH2:41][O:42][CH2:43]C, predict the reaction product. (4) Given the reactants [OH:1][CH2:2][CH2:3][C@@H:4]1[NH:18][C:17](=[O:19])[N:16]([CH3:20])[CH2:15][CH2:14][CH2:13][CH2:12][CH:11]=[CH:10][C@H:9]2[C@@:7]([C:21]([O:23][CH2:24][CH3:25])=[O:22])([CH2:8]2)[NH:6][C:5]1=[O:26].[CH:27]([C:30]1[N:31]=[C:32]([C:35]2[CH:44]=[C:43](O)[C:42]3[C:37](=[C:38]([CH3:48])[C:39]([O:46][CH3:47])=[CH:40][CH:41]=3)[N:36]=2)[S:33][CH:34]=1)([CH3:29])[CH3:28].C1(P(C2C=CC=CC=2)C2C=CC=CC=2)C=CC=CC=1.CC(OC(/N=N/C(OC(C)C)=O)=O)C, predict the reaction product. The product is: [CH:27]([C:30]1[N:31]=[C:32]([C:35]2[CH:44]=[C:43]([O:1][CH2:2][CH2:3][C@@H:4]3[NH:18][C:17](=[O:19])[N:16]([CH3:20])[CH2:15][CH2:14][CH2:13][CH2:12][CH:11]=[CH:10][C@H:9]4[C@@:7]([C:21]([O:23][CH2:24][CH3:25])=[O:22])([CH2:8]4)[NH:6][C:5]3=[O:26])[C:42]3[C:37](=[C:38]([CH3:48])[C:39]([O:46][CH3:47])=[CH:40][CH:41]=3)[N:36]=2)[S:33][CH:34]=1)([CH3:29])[CH3:28].